Regression/Classification. Given a drug SMILES string, predict its absorption, distribution, metabolism, or excretion properties. Task type varies by dataset: regression for continuous measurements (e.g., permeability, clearance, half-life) or binary classification for categorical outcomes (e.g., BBB penetration, CYP inhibition). Dataset: cyp2c9_veith. From a dataset of CYP2C9 inhibition data for predicting drug metabolism from PubChem BioAssay. (1) The result is 0 (non-inhibitor). The compound is O=C(O)c1ccc([N+](=O)[O-])c(P(=O)(O)O)c1. (2) The compound is CC(=O)OCCCN1c2ccccc2Nc2nnc(-c3ccccc3)cc21. The result is 1 (inhibitor). (3) The molecule is Cc1cnc(CNc2cc(-c3ccc(N(C)C)cc3)ncn2)cn1. The result is 0 (non-inhibitor).